This data is from Peptide-MHC class II binding affinity with 134,281 pairs from IEDB. The task is: Regression. Given a peptide amino acid sequence and an MHC pseudo amino acid sequence, predict their binding affinity value. This is MHC class II binding data. (1) The peptide sequence is GELQIVTKIDAAFKI. The MHC is DRB1_0701 with pseudo-sequence DRB1_0701. The binding affinity (normalized) is 0.750. (2) The peptide sequence is SKGDSARVTVKDVTF. The binding affinity (normalized) is 0.348. The MHC is DRB4_0101 with pseudo-sequence DRB4_0103.